This data is from Full USPTO retrosynthesis dataset with 1.9M reactions from patents (1976-2016). The task is: Predict the reactants needed to synthesize the given product. (1) Given the product [F:1][C:2]1[CH:10]=[C:9]([C:11]([F:14])([F:13])[F:12])[CH:8]=[CH:7][C:3]=1[C:4]([N:27]1[CH2:28][CH2:29][CH:30]([C:33]2[CH:34]=[CH:51][C:52]([C:20]([NH:22][C:23]([NH2:24])=[NH:62])=[O:21])=[CH:53][C:54]=2[C:55]([F:56])([F:57])[F:58])[CH2:31][CH2:32]1)=[O:6], predict the reactants needed to synthesize it. The reactants are: [F:1][C:2]1[CH:10]=[C:9]([C:11]([F:14])([F:13])[F:12])[CH:8]=[CH:7][C:3]=1[C:4]([OH:6])=O.N1([C:20]([N:22]2C=C[N:24]=[CH:23]2)=[O:21])C=CN=C1.[NH:27]1[CH2:32][CH:31]=[C:30]([C:33]2[C:54]([C:55]([F:58])([F:57])[F:56])=[CH:53][CH:52]=[CH:51][C:34]=2C(NC(NC(OCC2C=CC=CC=2)=O)=N)=O)[CH2:29][CH2:28]1.C([N:62](CC)C(C)C)(C)C. (2) The reactants are: C[Si]([N-][Si](C)(C)C)(C)C.[Li+].F[C:12]1[C:13]([C:18]2[NH:27][C:26](=[O:28])[C:25]3[C:20](=[CH:21][C:22]([O:31][CH3:32])=[CH:23][C:24]=3[O:29][CH3:30])[N:19]=2)=[N:14][CH:15]=[CH:16][CH:17]=1.[NH2:33][CH2:34][CH2:35][CH2:36][NH:37][C:38](=[O:42])[CH:39]([CH3:41])[CH3:40]. Given the product [CH3:30][O:29][C:24]1[CH:23]=[C:22]([O:31][CH3:32])[CH:21]=[C:20]2[C:25]=1[C:26](=[O:28])[NH:27][C:18]([C:13]1[C:12]([NH:33][CH2:34][CH2:35][CH2:36][NH:37][C:38](=[O:42])[CH:39]([CH3:41])[CH3:40])=[CH:17][CH:16]=[CH:15][N:14]=1)=[N:19]2, predict the reactants needed to synthesize it. (3) Given the product [C:1]([O:5][C:6](=[O:15])[NH:7][C:8]1[CH:13]=[CH:12][CH:11]=[C:10]([NH:14][CH3:16])[CH:9]=1)([CH3:4])([CH3:2])[CH3:3], predict the reactants needed to synthesize it. The reactants are: [C:1]([O:5][C:6](=[O:15])[NH:7][C:8]1[CH:13]=[CH:12][CH:11]=[C:10]([NH2:14])[CH:9]=1)([CH3:4])([CH3:3])[CH3:2].[CH2:16]=O.[H][H]. (4) Given the product [CH:21]1([CH2:20][N:5]2[C:6]3[C:11](=[C:10]([C:13]([F:15])([F:16])[F:14])[C:9]([C:17]#[N:18])=[CH:8][CH:7]=3)[CH:12]=[C:4]2[CH2:1][CH2:2][CH3:3])[CH2:23][CH2:22]1, predict the reactants needed to synthesize it. The reactants are: [CH2:1]([C:4]1[NH:5][C:6]2[C:11]([CH:12]=1)=[C:10]([C:13]([F:16])([F:15])[F:14])[C:9]([C:17]#[N:18])=[CH:8][CH:7]=2)[CH2:2][CH3:3].Br[CH2:20][CH:21]1[CH2:23][CH2:22]1. (5) Given the product [CH:35]([Si:12]([CH:9]([CH3:11])[CH3:10])([CH:32]([CH3:34])[CH3:33])[O:13][C@@H:14]1[C@@:18]([CH:5]=[CH2:6])([OH:19])[C@@H:17]([CH3:20])[O:16][C@H:15]1[N:21]1[CH:29]=[N:28][C:27]2[C:22]1=[N:23][C:24]([Cl:31])=[N:25][C:26]=2[NH2:30])([CH3:37])[CH3:36], predict the reactants needed to synthesize it. The reactants are: [Cl-].[Ce+3].[Cl-].[Cl-].[CH:5]([Mg]Br)=[CH2:6].[CH:9]([Si:12]([CH:35]([CH3:37])[CH3:36])([CH:32]([CH3:34])[CH3:33])[O:13][C@@H:14]1[C:18](=[O:19])[C@@H:17]([CH3:20])[O:16][C@H:15]1[N:21]1[CH:29]=[N:28][C:27]2[C:22]1=[N:23][C:24]([Cl:31])=[N:25][C:26]=2[NH2:30])([CH3:11])[CH3:10].C(O)(=O)C. (6) Given the product [O:16]=[C:9]1[C:10]2[C:15](=[CH:14][CH:13]=[CH:12][CH:11]=2)[C:5]2([CH2:6][CH2:7][N:2]([C:30]([NH:29][C:26]3[CH:25]=[N:24][C:23]([C:17]4[CH:18]=[CH:19][CH:20]=[CH:21][CH:22]=4)=[CH:28][N:27]=3)=[O:31])[CH2:3][CH2:4]2)[O:8]1, predict the reactants needed to synthesize it. The reactants are: Cl.[NH:2]1[CH2:7][CH2:6][C:5]2([C:15]3[C:10](=[CH:11][CH:12]=[CH:13][CH:14]=3)[C:9](=[O:16])[O:8]2)[CH2:4][CH2:3]1.[C:17]1([C:23]2[N:24]=[CH:25][C:26]([NH:29][C:30](=O)[O:31]C3C=CC=CC=3)=[N:27][CH:28]=2)[CH:22]=[CH:21][CH:20]=[CH:19][CH:18]=1.C(N(CC)CC)C. (7) Given the product [F:11][CH2:12][CH2:13][CH2:14][O:15][C:7]1[N:6]=[N:5][C:4]([Cl:3])=[CH:9][CH:8]=1, predict the reactants needed to synthesize it. The reactants are: [H-].[Na+].[Cl:3][C:4]1[N:5]=[N:6][C:7](Cl)=[CH:8][CH:9]=1.[F:11][CH2:12][CH2:13][CH2:14][OH:15].